Dataset: Peptide-MHC class II binding affinity with 134,281 pairs from IEDB. Task: Regression. Given a peptide amino acid sequence and an MHC pseudo amino acid sequence, predict their binding affinity value. This is MHC class II binding data. (1) The peptide sequence is EKKYFMATQFEPLAA. The MHC is DRB1_1001 with pseudo-sequence DRB1_1001. The binding affinity (normalized) is 0.681. (2) The peptide sequence is AWRTATLILAGVSLL. The MHC is DRB1_0301 with pseudo-sequence DRB1_0301. The binding affinity (normalized) is 0.486. (3) The peptide sequence is SAIRAAPEAARSLAS. The MHC is HLA-DPA10201-DPB11401 with pseudo-sequence HLA-DPA10201-DPB11401. The binding affinity (normalized) is 0.778. (4) The peptide sequence is DINVGFKAAVAAAAG. The MHC is DRB1_1201 with pseudo-sequence DRB1_1201. The binding affinity (normalized) is 0.171. (5) The peptide sequence is AFKVAGTAANAAPAN. The MHC is HLA-DPA10103-DPB10301 with pseudo-sequence HLA-DPA10103-DPB10301. The binding affinity (normalized) is 0.677.